Dataset: Reaction yield outcomes from USPTO patents with 853,638 reactions. Task: Predict the reaction yield, written as a fraction of the theoretical maximum amount of product (1.0 means a 100% yield; for example, 0.34 means a 34% yield). (1) The reactants are [CH2:1]([O:8][C:9]([NH:11][C:12]1[C:13]([CH3:40])=[C:14]([C:18]2[C:30]3[C:29]4[C:24](=[CH:25][C:26]([N:31]5[CH2:36][CH2:35][O:34][CH2:33][CH2:32]5)=[CH:27][CH:28]=4)[NH:23][C:22]=3[C:21]([C:37](O)=[O:38])=[N:20][CH:19]=2)[CH:15]=[CH:16][CH:17]=1)=[O:10])[C:2]1[CH:7]=[CH:6][CH:5]=[CH:4][CH:3]=1.[Cl-].[NH4+].F[P-](F)(F)(F)(F)F.[N:50]1(O[P+](N(C)C)(N(C)C)N(C)C)C2C=CC=CC=2N=N1.CCN(C(C)C)C(C)C.CN1CCOCC1. The catalyst is CN(C=O)C.O. The product is [C:37]([C:21]1[C:22]2[NH:23][C:24]3[C:29]([C:30]=2[C:18]([C:14]2[C:13]([CH3:40])=[C:12]([NH:11][C:9](=[O:10])[O:8][CH2:1][C:2]4[CH:7]=[CH:6][CH:5]=[CH:4][CH:3]=4)[CH:17]=[CH:16][CH:15]=2)=[CH:19][N:20]=1)=[CH:28][CH:27]=[C:26]([N:31]1[CH2:36][CH2:35][O:34][CH2:33][CH2:32]1)[CH:25]=3)(=[O:38])[NH2:50]. The yield is 0.960. (2) The reactants are Cl.Cl.[Cl:3][C:4]1[CH:9]=[CH:8][C:7]([CH:10]([C:12]2[N:16]3[CH2:17][CH2:18][NH:19][CH2:20][C:15]3=[N:14][N:13]=2)[NH2:11])=[CH:6][CH:5]=1.[N+](C1C=CC(C([O:30][C@H:31]2[C:35]3[N:36]=[CH:37][N:38]=[C:39]([Cl:40])[C:34]=3[C@H:33]([CH3:41])[CH2:32]2)=O)=CC=1)([O-])=O.CCN(C(C)C)C(C)C.CN1C(=O)CCC1.[OH-].[Na+]. The catalyst is CO. The product is [ClH:3].[ClH:40].[NH2:11][CH:10]([C:7]1[CH:8]=[CH:9][C:4]([Cl:3])=[CH:5][CH:6]=1)[C:12]1[N:16]2[CH2:17][CH2:18][N:19]([C:39]3[C:34]4[C@H:33]([CH3:41])[CH2:32][C@@H:31]([OH:30])[C:35]=4[N:36]=[CH:37][N:38]=3)[CH2:20][C:15]2=[N:14][N:13]=1. The yield is 0.250. (3) The reactants are [C:1]([CH2:8][N:9]1[CH2:22][CH2:21][CH2:20][N:19]2[CH2:23][CH:24]([CH2:26][C:27]3[CH:32]=[CH:31][C:30]([N+:33]([O-])=O)=[CH:29][CH:28]=3)[CH2:25][N:12]([CH2:13][CH2:14][CH2:15][N:16]([CH2:36][C:37]([O:39]C(C)(C)C)=[O:38])[CH2:17][CH2:18]2)[CH2:11][CH2:10]1)([O:3]C(C)(C)C)=[O:2].C(O)(C(F)(F)F)=O. The catalyst is C(O)C.[Pd]. The product is [C:1]([CH2:8][N:9]1[CH2:22][CH2:21][CH2:20][N:19]2[CH2:23][CH:24]([CH2:26][C:27]3[CH:28]=[CH:29][C:30]([NH2:33])=[CH:31][CH:32]=3)[CH2:25][N:12]([CH2:13][CH2:14][CH2:15][N:16]([CH2:36][C:37]([OH:39])=[O:38])[CH2:17][CH2:18]2)[CH2:11][CH2:10]1)([OH:3])=[O:2]. The yield is 0.980. (4) The reactants are Cl[C:2]1[N:7]=[N:6][C:5]([C:8]([NH2:10])=[O:9])=[C:4]([NH:11][C:12]2[CH:17]=[CH:16][CH:15]=[C:14]([O:18][CH:19]([CH3:21])[CH3:20])[N:13]=2)[CH:3]=1.[CH2:22]([NH2:25])[CH2:23][NH2:24].[NH4+].[OH-]. The catalyst is CN1C(=O)CCC1. The product is [NH2:24][CH2:23][CH2:22][NH:25][C:2]1[N:7]=[N:6][C:5]([C:8]([NH2:10])=[O:9])=[C:4]([NH:11][C:12]2[CH:17]=[CH:16][CH:15]=[C:14]([O:18][CH:19]([CH3:21])[CH3:20])[N:13]=2)[CH:3]=1. The yield is 0.200. (5) The reactants are C([O:3][C:4](=[O:41])[CH2:5][O:6][C@H:7]1[CH2:12][CH2:11][C@H:10]([N:13]2[C:18](=[O:19])[C:17]([CH2:20][C:21]3[CH:26]=[CH:25][C:24]([C:27]4[CH:32]=[CH:31][CH:30]=[CH:29][C:28]=4[C:33]#[N:34])=[CH:23][CH:22]=3)=[C:16]([CH2:35][CH2:36][CH3:37])[N:15]3[N:38]=[CH:39][N:40]=[C:14]23)[CH2:9][CH2:8]1)C.[OH-].[Na+].CO.Cl. The catalyst is O.O1CCCC1. The product is [C:33]([C:28]1[CH:29]=[CH:30][CH:31]=[CH:32][C:27]=1[C:24]1[CH:25]=[CH:26][C:21]([CH2:20][C:17]2[C:18](=[O:19])[N:13]([C@H:10]3[CH2:11][CH2:12][C@H:7]([O:6][CH2:5][C:4]([OH:41])=[O:3])[CH2:8][CH2:9]3)[C:14]3[N:15]([N:38]=[CH:39][N:40]=3)[C:16]=2[CH2:35][CH2:36][CH3:37])=[CH:22][CH:23]=1)#[N:34]. The yield is 0.900. (6) The yield is 0.360. The catalyst is C(Cl)Cl.O=[Mn]=O. The product is [CH2:1]([N:3]([CH2:9][CH3:10])[CH2:4][C:5]#[C:6][CH:7]=[O:8])[CH3:2]. The reactants are [CH2:1]([N:3]([CH2:9][CH3:10])[CH2:4][C:5]#[C:6][CH2:7][OH:8])[CH3:2]. (7) The reactants are C([O:3][C:4](=[O:47])[CH2:5][CH2:6][CH2:7][O:8][C:9]1[CH:14]=[CH:13][CH:12]=[C:11]([CH2:15][CH2:16][CH2:17][CH2:18][CH2:19][CH2:20][O:21][C:22]2[CH:23]=[C:24]([C:30]3[CH:35]=[CH:34][C:33]([S:36]([CH3:39])(=[O:38])=[O:37])=[CH:32][CH:31]=3)[CH:25]=[C:26]([CH2:28][OH:29])[CH:27]=2)[C:10]=1[CH2:40][CH2:41][C:42]([O:44]CC)=[O:43])C.[OH-].[Na+]. The catalyst is C1COCC1.C(O)C. The product is [C:42]([CH2:41][CH2:40][C:10]1[C:11]([CH2:15][CH2:16][CH2:17][CH2:18][CH2:19][CH2:20][O:21][C:22]2[CH:23]=[C:24]([C:30]3[CH:35]=[CH:34][C:33]([S:36]([CH3:39])(=[O:37])=[O:38])=[CH:32][CH:31]=3)[CH:25]=[C:26]([CH2:28][OH:29])[CH:27]=2)=[CH:12][CH:13]=[CH:14][C:9]=1[O:8][CH2:7][CH2:6][CH2:5][C:4]([OH:47])=[O:3])([OH:44])=[O:43]. The yield is 0.370.